This data is from Peptide-MHC class I binding affinity with 185,985 pairs from IEDB/IMGT. The task is: Regression. Given a peptide amino acid sequence and an MHC pseudo amino acid sequence, predict their binding affinity value. This is MHC class I binding data. The peptide sequence is TPEGIIPTL. The MHC is HLA-A02:02 with pseudo-sequence HLA-A02:02. The binding affinity (normalized) is 0.